From a dataset of Forward reaction prediction with 1.9M reactions from USPTO patents (1976-2016). Predict the product of the given reaction. (1) Given the reactants [Cl:1][C:2]1[N:7]=[C:6]([CH2:8][C:9]([C:11]2[CH:16]=[CH:15][C:14]([CH2:17][O:18][Si:19]([C:22]([CH3:25])([CH3:24])[CH3:23])([CH3:21])[CH3:20])=[C:13]([O:26][CH3:27])[CH:12]=2)=O)[CH:5]=[CH:4][N:3]=1.[C:28](=[S:32])([NH2:31])[CH2:29][CH3:30].N1C=CN=C1, predict the reaction product. The product is: [Cl:1][C:2]1[N:7]=[C:6]([C:8]2[S:32][C:28]([CH2:29][CH3:30])=[N:31][C:9]=2[C:11]2[CH:16]=[CH:15][C:14]([CH2:17][O:18][Si:19]([C:22]([CH3:25])([CH3:24])[CH3:23])([CH3:21])[CH3:20])=[C:13]([O:26][CH3:27])[CH:12]=2)[CH:5]=[CH:4][N:3]=1. (2) Given the reactants Br[C:2]1[N:3]=[C:4]([CH:26]([C:40]2[CH:45]=[C:44]([O:46][CH2:47][CH3:48])[CH:43]=[C:42]([O:49][CH:50]([CH3:52])[CH3:51])[C:41]=2[F:53])[NH:27][C:28]2[CH:33]=[CH:32][C:31]([C:34]3[N:38]=[C:37]([CH3:39])[O:36][N:35]=3)=[CH:30][CH:29]=2)[N:5]([C:7]([C:20]2[CH:25]=[CH:24][CH:23]=[CH:22][CH:21]=2)([C:14]2[CH:19]=[CH:18][CH:17]=[CH:16][CH:15]=2)[C:8]2[CH:13]=[CH:12][CH:11]=[CH:10][CH:9]=2)[CH:6]=1.[CH3:54][S:55][C:56]1[CH:61]=[CH:60][CH:59]=[CH:58][C:57]=1B(O)O.C([O-])([O-])=O.[Na+].[Na+], predict the reaction product. The product is: [CH2:47]([O:46][C:44]1[CH:43]=[C:42]([O:49][CH:50]([CH3:51])[CH3:52])[C:41]([F:53])=[C:40]([CH:26]([C:4]2[N:5]([C:7]([C:8]3[CH:9]=[CH:10][CH:11]=[CH:12][CH:13]=3)([C:14]3[CH:19]=[CH:18][CH:17]=[CH:16][CH:15]=3)[C:20]3[CH:25]=[CH:24][CH:23]=[CH:22][CH:21]=3)[CH:6]=[C:2]([C:57]3[CH:58]=[CH:59][CH:60]=[CH:61][C:56]=3[S:55][CH3:54])[N:3]=2)[NH:27][C:28]2[CH:33]=[CH:32][C:31]([C:34]3[N:38]=[C:37]([CH3:39])[O:36][N:35]=3)=[CH:30][CH:29]=2)[CH:45]=1)[CH3:48].